This data is from Reaction yield outcomes from USPTO patents with 853,638 reactions. The task is: Predict the reaction yield, written as a fraction of the theoretical maximum amount of product (1.0 means a 100% yield; for example, 0.34 means a 34% yield). (1) The reactants are [CH2:1]([NH:3][C:4](=[O:15])[C:5]1[CH:10]=[CH:9][C:8]([N+:11]([O-:13])=[O:12])=[C:7]([OH:14])[CH:6]=1)[CH3:2].C(=O)([O-])[O-].[K+].[K+].[CH2:22](Br)[C:23]1[CH:28]=[CH:27][CH:26]=[CH:25][CH:24]=1. The catalyst is CN(C=O)C.C(=O)([O-])O.[Na+]. The product is [CH2:1]([NH:3][C:4](=[O:15])[C:5]1[CH:10]=[CH:9][C:8]([N+:11]([O-:13])=[O:12])=[C:7]([O:14][CH2:22][C:23]2[CH:28]=[CH:27][CH:26]=[CH:25][CH:24]=2)[CH:6]=1)[CH3:2]. The yield is 0.725. (2) The reactants are [NH2:1][C:2]1[CH:9]=[CH:8][CH:7]=[C:6]([O:10][CH2:11][CH:12]([CH3:14])[CH3:13])[C:3]=1[C:4]#[N:5].[C:15]([O:21][CH2:22][CH3:23])(=[O:20])[CH2:16][C:17]([CH3:19])=O.Cl[Sn](Cl)(Cl)Cl. The catalyst is C1(C)C=CC=CC=1. The product is [NH2:5][C:4]1[C:3]2[C:2](=[CH:9][CH:8]=[CH:7][C:6]=2[O:10][CH2:11][CH:12]([CH3:14])[CH3:13])[N:1]=[C:17]([CH3:19])[C:16]=1[C:15]([O:21][CH2:22][CH3:23])=[O:20]. The yield is 0.690. (3) The yield is 0.730. The catalyst is CS(C)=O.C(N(C(C)C)CC)(C)C.[Cl-].[Na+].O. The product is [NH2:1][C:2]1[N:23]=[C:22]([NH:34][CH3:32])[CH:21]=[CH:20][C:3]=1[C:4]([NH:6][CH2:7][C:8]1[S:9][C:10]([O:13][C:14]2[CH:19]=[CH:18][CH:17]=[CH:16][CH:15]=2)=[CH:11][CH:12]=1)=[O:5]. The reactants are [NH2:1][C:2]1[N:23]=[C:22](Cl)[CH:21]=[CH:20][C:3]=1[C:4]([NH:6][CH2:7][C:8]1[S:9][C:10]([O:13][C:14]2[CH:19]=[CH:18][CH:17]=[CH:16][CH:15]=2)=[CH:11][CH:12]=1)=[O:5].C1C=CC(C[C:32]([NH:34]CN[C@H](C(O)=O)CC2C=CC([N+]([O-])=O)=CC=2)=O)=CC=1.CN.